From a dataset of Forward reaction prediction with 1.9M reactions from USPTO patents (1976-2016). Predict the product of the given reaction. (1) Given the reactants [CH3:1][O:2][C:3]1[C:8]([CH2:9]O)=[CH:7][CH:6]=[CH:5][N:4]=1.C(N(CC)CC)C.CS([Cl:22])(=O)=O, predict the reaction product. The product is: [Cl:22][CH2:9][C:8]1[C:3]([O:2][CH3:1])=[N:4][CH:5]=[CH:6][CH:7]=1. (2) Given the reactants [CH:1]([N:4]1[CH2:9][CH2:8][CH:7]([C:10]([O:12]CC)=[O:11])[CH2:6][CH2:5]1)([CH3:3])[CH3:2].[OH-].[Na+].Cl, predict the reaction product. The product is: [CH:1]([N:4]1[CH2:5][CH2:6][CH:7]([C:10]([OH:12])=[O:11])[CH2:8][CH2:9]1)([CH3:3])[CH3:2]. (3) Given the reactants N[C:2]1[N:10]=[C:9]([C:11]2[C:19]3[C:14](=[N:15][CH:16]=[CH:17][CH:18]=3)[N:13]([CH2:20][C:21]3[CH:26]=[CH:25][CH:24]=[CH:23][C:22]=3[F:27])[N:12]=2)[N:8]=[C:7]2[C:3]=1[N:4]([CH:29]1[CH2:32][CH2:31][CH2:30]1)[C:5](=[O:28])[NH:6]2.N(OCCC(C)C)=O.C(=O)([O-])O.[Na+], predict the reaction product. The product is: [CH:29]1([N:4]2[C:3]3[C:7](=[N:8][C:9]([C:11]4[C:19]5[C:14](=[N:15][CH:16]=[CH:17][CH:18]=5)[N:13]([CH2:20][C:21]5[CH:26]=[CH:25][CH:24]=[CH:23][C:22]=5[F:27])[N:12]=4)=[N:10][CH:2]=3)[NH:6][C:5]2=[O:28])[CH2:32][CH2:31][CH2:30]1. (4) The product is: [Cl:1][C:2]1[CH:3]=[CH:4][C:5]([NH:8][C:9]([C:11]2[C:16]([NH2:17])=[CH:15][CH:14]=[CH:13][N:12]=2)=[O:10])=[N:6][CH:7]=1. Given the reactants [Cl:1][C:2]1[CH:3]=[CH:4][C:5]([NH:8][C:9]([C:11]2[C:16]([NH:17]C(=O)C(F)(F)F)=[CH:15][CH:14]=[CH:13][N:12]=2)=[O:10])=[N:6][CH:7]=1.N, predict the reaction product. (5) Given the reactants BrCCBr.C[Si](Cl)(C)C.[C:10]([N:17]1[CH2:20][CH:19](I)[CH2:18]1)([O:12][C:13]([CH3:16])([CH3:15])[CH3:14])=[O:11].Br[C:23]1[C:28]([Br:29])=[CH:27][CH:26]=[CH:25][N:24]=1.C(Cl)Cl, predict the reaction product. The product is: [Br:29][C:28]1[C:23]([CH:19]2[CH2:20][N:17]([C:10]([O:12][C:13]([CH3:16])([CH3:15])[CH3:14])=[O:11])[CH2:18]2)=[N:24][CH:25]=[CH:26][CH:27]=1. (6) Given the reactants [N+:1]([C:4]1[CH:5]=[C:6]([O:13][CH3:14])[CH:7]=[C:8]([N+]([O-])=O)[CH:9]=1)([O-:3])=[O:2].[CH3:15][S:16][Si](C)(C)C.C(=O)([O-])[O-].[Cs+].[Cs+], predict the reaction product. The product is: [CH3:14][O:13][C:6]1[CH:5]=[C:4]([N+:1]([O-:3])=[O:2])[CH:9]=[C:8]([S:16][CH3:15])[CH:7]=1. (7) Given the reactants [C:1]1([NH2:11])[C:10]2[C:5](=[CH:6][CH:7]=[CH:8][CH:9]=2)[CH:4]=[CH:3][CH:2]=1.[H-].[Na+].F[C:15]1[CH:20]=[CH:19][CH:18]=[CH:17][C:16]=1[N+:21]([O-:23])=[O:22], predict the reaction product. The product is: [N+:21]([C:16]1[CH:17]=[CH:18][CH:19]=[CH:20][C:15]=1[NH:11][C:1]1[C:10]2[C:5](=[CH:6][CH:7]=[CH:8][CH:9]=2)[CH:4]=[CH:3][CH:2]=1)([O-:23])=[O:22]. (8) The product is: [C:25]([O:24][C:22]([N:18]1[CH2:17][CH2:16][C:15]([C:12]2[CH:13]=[CH:14][C:9]([Br:8])=[CH:10][CH:11]=2)([OH:21])[CH2:20][CH2:19]1)=[O:23])([CH3:28])([CH3:27])[CH3:26]. Given the reactants C(N(CC)CC)C.[Br:8][C:9]1[CH:14]=[CH:13][C:12]([C:15]2([OH:21])[CH2:20][CH2:19][NH:18][CH2:17][CH2:16]2)=[CH:11][CH:10]=1.[C:22](O[C:22]([O:24][C:25]([CH3:28])([CH3:27])[CH3:26])=[O:23])([O:24][C:25]([CH3:28])([CH3:27])[CH3:26])=[O:23], predict the reaction product.